From a dataset of Forward reaction prediction with 1.9M reactions from USPTO patents (1976-2016). Predict the product of the given reaction. (1) Given the reactants [Cl:1][C:2]1[CH:3]=[N+:4]([O-:27])[CH:5]=[C:6]([Cl:26])[C:7]=1[CH2:8][C@@H:9]([C:11]1[CH:16]=[CH:15][C:14]([O:17][CH:18]([F:20])[F:19])=[C:13]([O:21][CH2:22][CH:23]2[CH2:25][CH2:24]2)[CH:12]=1)[OH:10].[C:28]([O:32][C:33](=[O:38])[CH2:34][C:35](O)=[O:36])([CH3:31])([CH3:30])[CH3:29].C(Cl)CCl, predict the reaction product. The product is: [C:28]([O:32][C:33](=[O:38])[CH2:34][C:35]([O:10][C@H:9]([C:11]1[CH:16]=[CH:15][C:14]([O:17][CH:18]([F:20])[F:19])=[C:13]([O:21][CH2:22][CH:23]2[CH2:25][CH2:24]2)[CH:12]=1)[CH2:8][C:7]1[C:6]([Cl:26])=[CH:5][N+:4]([O-:27])=[CH:3][C:2]=1[Cl:1])=[O:36])([CH3:31])([CH3:30])[CH3:29]. (2) Given the reactants [Br:1][C:2]1[CH:10]=[CH:9][C:5]([C:6](O)=[O:7])=[CH:4][N:3]=1.[CH3:11][NH2:12], predict the reaction product. The product is: [Br:1][C:2]1[CH:10]=[CH:9][C:5]([C:6]([NH:12][CH3:11])=[O:7])=[CH:4][N:3]=1. (3) Given the reactants [C:1]([C:3]1[CH:8]=[CH:7][C:6]([NH:9][NH:10][C:11]([O:13][C:14]([CH3:17])([CH3:16])[CH3:15])=[O:12])=[CH:5][CH:4]=1)#[N:2].[Cl:18][C:19]1[CH:29]=[CH:28][CH:27]=[C:26]([F:30])[C:20]=1[C:21]([N:23]=[C:24]=[O:25])=[O:22], predict the reaction product. The product is: [Cl:18][C:19]1[CH:29]=[CH:28][CH:27]=[C:26]([F:30])[C:20]=1[C:21]([NH:23][C:24]([N:9]([C:6]1[CH:7]=[CH:8][C:3]([C:1]#[N:2])=[CH:4][CH:5]=1)[NH:10][C:11]([O:13][C:14]([CH3:17])([CH3:16])[CH3:15])=[O:12])=[O:25])=[O:22]. (4) Given the reactants [OH:1][CH:2]([C:12]1[CH:13]=[C:14]([C:18]#[C:19][CH2:20][CH2:21][C:22]([N:24]([CH3:26])[CH3:25])=[O:23])[CH:15]=[CH:16][CH:17]=1)[CH2:3][CH2:4][NH:5][C:6](=[O:11])[C:7]([F:10])([F:9])[F:8], predict the reaction product. The product is: [OH:1][CH:2]([C:12]1[CH:13]=[C:14]([CH2:18][CH2:19][CH2:20][CH2:21][C:22]([N:24]([CH3:26])[CH3:25])=[O:23])[CH:15]=[CH:16][CH:17]=1)[CH2:3][CH2:4][NH:5][C:6](=[O:11])[C:7]([F:10])([F:9])[F:8].